Dataset: Full USPTO retrosynthesis dataset with 1.9M reactions from patents (1976-2016). Task: Predict the reactants needed to synthesize the given product. (1) Given the product [Cl:15][C:12]1[CH:13]=[CH:14][C:9]([CH2:8][CH:3]([O:21][CH2:20][CH:16]2[CH2:19][CH2:18][CH2:17]2)[C:4]([O:6][CH3:7])=[O:5])=[CH:10][CH:11]=1, predict the reactants needed to synthesize it. The reactants are: [N+](=[C:3]([CH2:8][C:9]1[CH:14]=[CH:13][C:12]([Cl:15])=[CH:11][CH:10]=1)[C:4]([O:6][CH3:7])=[O:5])=[N-].[CH:16]1([CH2:20][OH:21])[CH2:19][CH2:18][CH2:17]1. (2) The reactants are: Cl[C:2]1[C:7]([F:8])=[CH:6][N:5]=[C:4]2[N:9]([Si](C(C)C)(C(C)C)C(C)C)[CH:10]=[CH:11][C:3]=12.[I-:22].[Na+].[C:24](Cl)(=[O:26])[CH3:25]. Given the product [C:24]([N:9]1[C:4]2=[N:5][CH:6]=[C:7]([F:8])[C:2]([I:22])=[C:3]2[CH:11]=[CH:10]1)(=[O:26])[CH3:25], predict the reactants needed to synthesize it. (3) Given the product [Br:1][C:2]1[CH:7]=[CH:6][C:5]([NH2:8])=[CH:4][C:3]=1[O:12][CH2:13][CH2:14][N:15]1[CH2:20][CH2:19][CH2:18][CH2:17][CH2:16]1, predict the reactants needed to synthesize it. The reactants are: [Br:1][C:2]1[CH:7]=[CH:6][C:5]([NH:8]C(=O)C)=[CH:4][C:3]=1[O:12][CH2:13][CH2:14][N:15]1[CH2:20][CH2:19][CH2:18][CH2:17][CH2:16]1.Cl. (4) Given the product [OH:22][C:12]1([C:2]2[CH:6]=[CH:5][S:4][CH:3]=2)[CH2:11][CH2:10][N:9]([C:13]([O:15][C:16]([CH3:19])([CH3:18])[CH3:17])=[O:14])[CH2:8]1, predict the reactants needed to synthesize it. The reactants are: Br[C:2]1[CH:6]=[CH:5][S:4][CH:3]=1.O=[C:8]1[CH2:12][CH2:11][CH2:10][N:9]1[C:13]([O:15][C:16]([CH3:19])([CH3:18])[CH3:17])=[O:14].CC[O:22]CC. (5) Given the product [ClH:1].[Cl:1][C:2]1[CH:22]=[CH:21][CH:20]=[C:19]([Cl:23])[C:3]=1[CH2:4][CH:5]1[CH2:9][CH2:8][N:7]([CH:10]2[CH2:11][CH2:12][CH:13]([NH:16][CH3:17])[CH2:14][CH2:15]2)[C:6]1=[O:18], predict the reactants needed to synthesize it. The reactants are: [Cl:1][C:2]1[CH:22]=[CH:21][CH:20]=[C:19]([Cl:23])[C:3]=1[CH2:4][CH:5]1[CH2:9][CH2:8][N:7]([CH:10]2[CH2:15][CH2:14][CH:13]([NH:16][CH3:17])[CH2:12][CH2:11]2)[C:6]1=[O:18].Cl.C(OCC)(=O)C.Cl. (6) Given the product [ClH:31].[NH2:20][CH:14]([CH2:13][C:9]1[CH:10]=[CH:11][CH:12]=[C:7]([O:6][C:5]2[CH:28]=[CH:29][CH:30]=[C:3]([C:1]#[N:2])[CH:4]=2)[CH:8]=1)[C:15]([N:17]([CH3:19])[CH3:18])=[O:16], predict the reactants needed to synthesize it. The reactants are: [C:1]([C:3]1[CH:4]=[C:5]([CH:28]=[CH:29][CH:30]=1)[O:6][C:7]1[CH:8]=[C:9]([CH2:13][CH:14]([NH:20]C(=O)OC(C)(C)C)[C:15]([N:17]([CH3:19])[CH3:18])=[O:16])[CH:10]=[CH:11][CH:12]=1)#[N:2].[ClH:31]. (7) Given the product [CH2:1]([O:3][C:4](=[O:19])[C@H:5]([CH2:12][C:13]1[CH:14]=[CH:15][CH:16]=[CH:17][CH:18]=1)[C@H:6]([CH3:10])[CH:7]([CH3:9])[CH3:8])[CH3:2], predict the reactants needed to synthesize it. The reactants are: [CH2:1]([O:3][C:4](=[O:19])[C@H:5]([CH2:12][C:13]1[CH:18]=[CH:17][CH:16]=[CH:15][CH:14]=1)[C@H:6]([CH2:10]Br)[CH:7]([CH3:9])[CH3:8])[CH3:2].C(N(CC)CC)C. (8) Given the product [F:1][C:2]1[CH:7]=[N+:6]([O-:18])[C:5]([CH3:8])=[CH:4][CH:3]=1, predict the reactants needed to synthesize it. The reactants are: [F:1][C:2]1[CH:3]=[CH:4][C:5]([CH3:8])=[N:6][CH:7]=1.NC1C=CC(C)=NC=1.N(OCCCC)=[O:18].CCOCC. (9) Given the product [CH3:23][C:8]1[N:9]([CH2:16][C:17]2[CH:18]=[N:19][CH:20]=[CH:21][CH:22]=2)[C:10]2=[N:11][CH:12]=[CH:13][CH:14]=[C:15]2[C:7]=1[CH2:6][C:5]([OH:24])=[O:4], predict the reactants needed to synthesize it. The reactants are: [OH-].[Na+].C[O:4][C:5](=[O:24])[CH2:6][C:7]1[C:15]2[C:10](=[N:11][CH:12]=[CH:13][CH:14]=2)[N:9]([CH2:16][C:17]2[CH:18]=[N:19][CH:20]=[CH:21][CH:22]=2)[C:8]=1[CH3:23]. (10) Given the product [C:17]1([CH2:16][CH2:15][CH2:14][CH:3]2[C:2](=[S:32])[NH:6][C@H:5]([C:7]([O:9][C:10]([CH3:13])([CH3:12])[CH3:11])=[O:8])[CH2:4]2)[CH:22]=[CH:21][CH:20]=[CH:19][CH:18]=1, predict the reactants needed to synthesize it. The reactants are: O=[C:2]1[NH:6][C@H:5]([C:7]([O:9][C:10]([CH3:13])([CH3:12])[CH3:11])=[O:8])[CH2:4][C@H:3]1[CH2:14][CH2:15][CH2:16][C:17]1[CH:22]=[CH:21][CH:20]=[CH:19][CH:18]=1.COC1C=CC(P2(SP(C3C=CC(OC)=CC=3)(=S)S2)=[S:32])=CC=1.